From a dataset of Peptide-MHC class II binding affinity with 134,281 pairs from IEDB. Regression. Given a peptide amino acid sequence and an MHC pseudo amino acid sequence, predict their binding affinity value. This is MHC class II binding data. (1) The MHC is DRB4_0101 with pseudo-sequence DRB4_0103. The peptide sequence is KTRRFLPQILAECAR. The binding affinity (normalized) is 0.784. (2) The peptide sequence is KLRSAGELELQFRRV. The MHC is HLA-DQA10501-DQB10201 with pseudo-sequence HLA-DQA10501-DQB10201. The binding affinity (normalized) is 0.313. (3) The binding affinity (normalized) is 0.0167. The MHC is DRB4_0101 with pseudo-sequence DRB4_0103. The peptide sequence is QTSKKIGDDATLS. (4) The peptide sequence is IWYMWLGARYLEFEAHHHHHH. The MHC is HLA-DQA10103-DQB10603 with pseudo-sequence HLA-DQA10103-DQB10603. The binding affinity (normalized) is 0.